From a dataset of Full USPTO retrosynthesis dataset with 1.9M reactions from patents (1976-2016). Predict the reactants needed to synthesize the given product. Given the product [CH2:1]([C:3]1[CH:8]=[CH:7][C:6]([S:9]([C:12]2[N:13]=[N:14][N:15]3[C:20]4[CH:21]=[CH:22][S:23][C:19]=4[C:18]([NH:31][CH2:30][C:26]4[S:25][CH:29]=[CH:28][CH:27]=4)=[N:17][C:16]=23)(=[O:11])=[O:10])=[CH:5][CH:4]=1)[CH3:2], predict the reactants needed to synthesize it. The reactants are: [CH2:1]([C:3]1[CH:8]=[CH:7][C:6]([S:9]([C:12]2[N:13]=[N:14][N:15]3[C:20]4[CH:21]=[CH:22][S:23][C:19]=4[C:18](=O)[NH:17][C:16]=23)(=[O:11])=[O:10])=[CH:5][CH:4]=1)[CH3:2].[S:25]1[CH:29]=[CH:28][CH:27]=[C:26]1[CH2:30][NH2:31].C1CCN2C(=NCCC2)CC1.C1CN([P+](ON2N=NC3C=CC=CC2=3)(N2CCCC2)N2CCCC2)CC1.F[P-](F)(F)(F)(F)F.Cl.C([O-])([O-])=O.[Na+].[Na+].